This data is from Forward reaction prediction with 1.9M reactions from USPTO patents (1976-2016). The task is: Predict the product of the given reaction. The product is: [C:21]([C:13]1[CH:12]=[C:11]([C:8]2[CH:7]=[CH:6][CH:5]=[C:4]3[C:9]=2[CH:10]=[C:2]([CH:25]2[CH2:27][CH2:26]2)[CH2:3]3)[CH:16]=[C:15]([C:17]([CH3:18])([CH3:19])[CH3:20])[CH:14]=1)([CH3:23])([CH3:22])[CH3:24]. Given the reactants Br[C:2]1[CH2:3][C:4]2[C:9]([CH:10]=1)=[C:8]([C:11]1[CH:16]=[C:15]([C:17]([CH3:20])([CH3:19])[CH3:18])[CH:14]=[C:13]([C:21]([CH3:24])([CH3:23])[CH3:22])[CH:12]=1)[CH:7]=[CH:6][CH:5]=2.[CH:25]1([Mg]Br)[CH2:27][CH2:26]1, predict the reaction product.